This data is from Reaction yield outcomes from USPTO patents with 853,638 reactions. The task is: Predict the reaction yield, written as a fraction of the theoretical maximum amount of product (1.0 means a 100% yield; for example, 0.34 means a 34% yield). (1) The reactants are S([O-])([O:4][CH2:5][C:6]([O:15][CH2:16][CH2:17][CH2:18][CH2:19][CH2:20][CH3:21])([O:8][CH2:9][CH2:10][CH2:11][CH2:12][CH2:13][CH3:14])[CH3:7])(=O)=O.[Na+].[OH2:24]. The catalyst is C1(C)C=CC=CC=1.CC1C=CC(S(O)(=O)=O)=CC=1. The product is [CH2:9]([O:8][C:6]([O:15][CH2:16][CH2:17][CH2:18][CH2:19][CH2:20][CH3:21])([CH3:7])[C:5]([O:24][CH2:9][CH2:10][CH2:11][CH2:12][CH2:13][CH3:14])=[O:4])[CH2:10][CH2:11][CH2:12][CH2:13][CH3:14]. The yield is 0.840. (2) The reactants are [H-].[Al+3].[H-].[H-].[H-].[Al+3].[Li+].[H-].[H-].[H-].C([O:13][CH2:14][C:15]([C:17]1[C:25]2[C:20](=[N:21][CH:22]=[CH:23][C:24]=2[O:26][C:27]2[CH:32]=[CH:31][C:30]([N+:33]([O-])=O)=[CH:29][C:28]=2[F:36])[NH:19][CH:18]=1)=[O:16])=O. The catalyst is COCCOC. The product is [NH2:33][C:30]1[CH:31]=[CH:32][C:27]([O:26][C:24]2[CH:23]=[CH:22][N:21]=[C:20]3[NH:19][CH:18]=[C:17]([CH:15]([OH:16])[CH2:14][OH:13])[C:25]=23)=[C:28]([F:36])[CH:29]=1. The yield is 0.450.